From a dataset of Full USPTO retrosynthesis dataset with 1.9M reactions from patents (1976-2016). Predict the reactants needed to synthesize the given product. (1) The reactants are: [NH2:1][C:2]1[C:3]([CH2:8][C:9]([O:11][CH2:12][CH3:13])=[O:10])=[N:4][CH:5]=[CH:6][CH:7]=1.[CH2:14]([O:16][CH:17]([O:21][CH2:22][CH3:23])[C:18](O)=[O:19])[CH3:15].C(N(C(C)C)CC)(C)C.F[P-](F)(F)(F)(F)F.N1(OC(N(C)C)=[N+](C)C)C2N=CC=CC=2N=N1. Given the product [CH2:14]([O:16][CH:17]([O:21][CH2:22][CH3:23])[C:18]([NH:1][C:2]1[C:3]([CH2:8][C:9]([O:11][CH2:12][CH3:13])=[O:10])=[N:4][CH:5]=[CH:6][CH:7]=1)=[O:19])[CH3:15], predict the reactants needed to synthesize it. (2) Given the product [Cl:1][C:2]1[CH:3]=[CH:4][C:5]([CH:6]([C:7]2[CH:8]=[CH:9][CH:10]=[CH:11][CH:12]=2)[N:13]2[CH2:14][CH2:15][N:16]([C:32]([C:31]3[CH:35]=[CH:36][CH:37]=[C:29]([F:28])[CH:30]=3)=[O:33])[CH2:17][CH2:18]2)=[CH:19][CH:20]=1, predict the reactants needed to synthesize it. The reactants are: [Cl:1][C:2]1[CH:20]=[CH:19][C:5]([CH:6]([N:13]2[CH2:18][CH2:17][NH:16][CH2:15][CH2:14]2)[C:7]2[CH:12]=[CH:11][CH:10]=[CH:9][CH:8]=2)=[CH:4][CH:3]=1.C(N(CC)CC)C.[F:28][C:29]1[CH:30]=[C:31]([CH:35]=[CH:36][CH:37]=1)[C:32](Cl)=[O:33]. (3) Given the product [Cl:31][C:30]1[C:25]([N:23]2[CH2:22][CH2:21][C:17]3[N:18]=[CH:19][N:20]=[C:15]([NH:1][C:2]4[CH:10]=[C:9]5[C:5]([C:6]([CH3:13])([CH3:12])[C:7](=[O:11])[NH:8]5)=[CH:4][CH:3]=4)[C:16]=3[CH2:24]2)=[N:26][CH:27]=[CH:28][CH:29]=1, predict the reactants needed to synthesize it. The reactants are: [NH2:1][C:2]1[CH:10]=[C:9]2[C:5]([C:6]([CH3:13])([CH3:12])[C:7](=[O:11])[NH:8]2)=[CH:4][CH:3]=1.Cl[C:15]1[C:16]2[CH2:24][N:23]([C:25]3[C:30]([Cl:31])=[CH:29][CH:28]=[CH:27][N:26]=3)[CH2:22][CH2:21][C:17]=2[N:18]=[CH:19][N:20]=1.C([O-])([O-])=O.[Na+].[Na+]. (4) Given the product [Br:7][C:8]1[CH:9]=[CH:10][C:11]([F:26])=[C:12]([C:14]2([CH:18]([F:20])[F:19])[CH2:15][CH2:16][O:17][CH2:23][C:22](=[O:25])[NH:21]2)[CH:13]=1, predict the reactants needed to synthesize it. The reactants are: CC([O-])(C)C.[K+].[Br:7][C:8]1[CH:9]=[CH:10][C:11]([F:26])=[C:12]([C:14]([NH:21][C:22](=[O:25])[CH2:23]Cl)([CH:18]([F:20])[F:19])[CH2:15][CH2:16][OH:17])[CH:13]=1.